Dataset: Full USPTO retrosynthesis dataset with 1.9M reactions from patents (1976-2016). Task: Predict the reactants needed to synthesize the given product. (1) Given the product [C:11]([O:10][C:8]([NH:7][CH2:6][CH2:5][C@H:4]([OH:15])[C:3]([O-:16])=[O:2])=[O:9])([CH3:14])([CH3:12])[CH3:13].[Li+:19], predict the reactants needed to synthesize it. The reactants are: C[O:2][C:3](=[O:16])[C@@H:4]([OH:15])[CH2:5][CH2:6][NH:7][C:8]([O:10][C:11]([CH3:14])([CH3:13])[CH3:12])=[O:9].O.[OH-].[Li+:19].O. (2) Given the product [CH:16]1([C:19]2[CH:23]=[C:22]([CH:24]3[CH2:28][CH2:27][CH2:26][N:25]3[C:29]3[N:30]=[C:34]([OH:33])[CH:35]=[C:36]([CH2:37][O:39][CH3:40])[N:31]=3)[O:21][N:20]=2)[CH2:17][CH2:18]1, predict the reactants needed to synthesize it. The reactants are: C[Si]([N-][Si](C)(C)C)(C)C.[Na+].S(O)(O)(=O)=O.[CH:16]1([C:19]2[CH:23]=[C:22]([CH:24]3[CH2:28][CH2:27][CH2:26][N:25]3[C:29](=[NH:31])[NH2:30])[O:21][N:20]=2)[CH2:18][CH2:17]1.C[O:33][CH2:34][C:35](=O)[CH2:36][C:37]([O:39][CH3:40])=O.